Dataset: Peptide-MHC class I binding affinity with 185,985 pairs from IEDB/IMGT. Task: Regression. Given a peptide amino acid sequence and an MHC pseudo amino acid sequence, predict their binding affinity value. This is MHC class I binding data. The binding affinity (normalized) is 0.692. The MHC is HLA-A68:02 with pseudo-sequence HLA-A68:02. The peptide sequence is LTYQNKVVRV.